Dataset: Full USPTO retrosynthesis dataset with 1.9M reactions from patents (1976-2016). Task: Predict the reactants needed to synthesize the given product. (1) Given the product [Cl:27][C:24]1[CH:25]=[CH:26][C:11]([NH:10][C:40]([C:31]2[C:32]3[C:37](=[CH:36][CH:35]=[CH:34][CH:33]=3)[CH:38]=[CH:39][C:30]=2[O:29][CH3:28])=[O:41])=[C:12]([C:13]([NH:15][CH2:16][CH:17]2[CH2:22][CH2:21][CH2:20][CH2:19][CH2:18]2)=[O:14])[CH:23]=1, predict the reactants needed to synthesize it. The reactants are: C(N(C(C)C)CC)(C)C.[NH2:10][C:11]1[CH:26]=[CH:25][C:24]([Cl:27])=[CH:23][C:12]=1[C:13]([NH:15][CH2:16][CH:17]1[CH2:22][CH2:21][CH2:20][CH2:19][CH2:18]1)=[O:14].[CH3:28][O:29][C:30]1[CH:39]=[CH:38][C:37]2[C:32](=[CH:33][CH:34]=[CH:35][CH:36]=2)[C:31]=1[C:40](O)=[O:41].CN(C(ON1N=NC2C=CC=NC1=2)=[N+](C)C)C.F[P-](F)(F)(F)(F)F. (2) The reactants are: [NH2:1][C:2]1[CH:3]=[CH:4][C:5]([O:8][C:9]2[CH:14]=[CH:13][C:12]([CH2:15][CH2:16][C:17]([N:19]3[CH2:24][CH2:23][N:22]([CH2:25][C:26]4[CH:34]=[CH:33][C:32]5OCO[C:28]=5[CH:27]=4)[CH2:21][CH2:20]3)=[O:18])=[CH:11][CH:10]=2)=[N:6][CH:7]=1.[CH:35]1[C:40]([CH:41]=O)=[CH:39][C:38]2[O:43][CH2:44][O:45][C:37]=2[CH:36]=1.[BH4-].[Na+]. Given the product [CH2:25]([N:22]1[CH2:23][CH2:24][N:19]([C:17](=[O:18])[CH2:16][CH2:15][C:12]2[CH:13]=[CH:14][C:9]([O:8][C:5]3[CH:4]=[CH:3][C:2]([NH:1][CH2:41][C:40]4[CH:35]=[CH:36][C:37]5[O:45][CH2:44][O:43][C:38]=5[CH:39]=4)=[CH:7][N:6]=3)=[CH:10][CH:11]=2)[CH2:20][CH2:21]1)[C:26]1[CH:34]=[CH:33][CH:32]=[CH:28][CH:27]=1, predict the reactants needed to synthesize it. (3) The reactants are: C([O:4][C@@H:5]1[CH2:10][C@H:9]([C:11]2[CH:16]=[CH:15][N:14]=[CH:13][C:12]=2[NH:17][C:18](=[O:27])[C:19]2[C:24]([NH2:25])=[CH:23][CH:22]=[C:21](Br)[N:20]=2)[O:8][C@H:7]([CH3:28])[C@@:6]1([CH2:30][CH3:31])[OH:29])(=O)C.[F:32][C:33]1[CH:34]=[N:35][CH:36]=[CH:37][C:38]=1B1OC(C)(C)C(C)(C)O1. Given the product [NH2:25][C:24]1[CH:23]=[CH:22][C:21]([C:38]2[CH:37]=[CH:36][N:35]=[CH:34][C:33]=2[F:32])=[N:20][C:19]=1[C:18]([NH:17][C:12]1[CH:13]=[N:14][CH:15]=[CH:16][C:11]=1[C@H:9]1[CH2:10][C@@H:5]([OH:4])[C@:6]([CH2:30][CH3:31])([OH:29])[C@@H:7]([CH3:28])[O:8]1)=[O:27], predict the reactants needed to synthesize it. (4) Given the product [Si:19]([O:9][C:4]1[CH:3]=[C:2]([Cl:1])[C:7]([CH:27]=[O:28])=[C:6]([Cl:8])[CH:5]=1)([C:16]([CH3:18])([CH3:17])[CH3:15])([CH3:21])[CH3:20], predict the reactants needed to synthesize it. The reactants are: [Cl:1][C:2]1[CH:3]=[C:4]([OH:9])[CH:5]=[C:6]([Cl:8])[CH:7]=1.N1C=CN=C1.[CH3:15][C:16]([Si:19](Cl)([CH3:21])[CH3:20])([CH3:18])[CH3:17].O.CN([CH:27]=[O:28])C. (5) Given the product [N+:1]([C:4]1[CH:5]=[N:6][N:7]([CH2:9][CH2:10][N:12]2[C:20]3[C:15](=[CH:16][CH:17]=[CH:18][CH:19]=3)[CH2:14][CH2:13]2)[CH:8]=1)([O-:3])=[O:2], predict the reactants needed to synthesize it. The reactants are: [N+:1]([C:4]1[CH:5]=[N:6][N:7]([CH2:9][CH:10]=O)[CH:8]=1)([O-:3])=[O:2].[NH:12]1[C:20]2[C:15](=[CH:16][CH:17]=[CH:18][CH:19]=2)[CH2:14][CH2:13]1.